Dataset: Forward reaction prediction with 1.9M reactions from USPTO patents (1976-2016). Task: Predict the product of the given reaction. Given the reactants C(N(C(C)C)CC)(C)C.Cl[C:11]1[N:16]=[CH:15][C:14]([C:17]([O:19][CH3:20])=[O:18])=[CH:13][N:12]=1.Cl.[CH3:22][O:23][C@@H:24]1[CH2:28][CH2:27][NH:26][CH2:25]1, predict the reaction product. The product is: [CH3:22][O:23][C@@H:24]1[CH2:28][CH2:27][N:26]([C:11]2[N:16]=[CH:15][C:14]([C:17]([O:19][CH3:20])=[O:18])=[CH:13][N:12]=2)[CH2:25]1.